This data is from Forward reaction prediction with 1.9M reactions from USPTO patents (1976-2016). The task is: Predict the product of the given reaction. (1) Given the reactants Cl[CH2:2][CH2:3][CH2:4][C:5]1[N:17]=[C:16]2[N:7]([C:8]([NH2:20])=[N:9][C:10]3[C:11]([O:18][CH3:19])=[CH:12][CH:13]=[CH:14][C:15]=32)[N:6]=1.[N:21]1[CH:26]=[CH:25][CH:24]=[C:23]2[CH2:27][NH:28][CH2:29][C:22]=12, predict the reaction product. The product is: [N:21]1[CH:26]=[CH:25][CH:24]=[C:23]2[CH2:27][N:28]([CH2:2][CH2:3][CH2:4][C:5]3[N:17]=[C:16]4[N:7]([C:8]([NH2:20])=[N:9][C:10]5[C:11]([O:18][CH3:19])=[CH:12][CH:13]=[CH:14][C:15]=54)[N:6]=3)[CH2:29][C:22]=12. (2) Given the reactants FC(F)(F)S(O[C:7]1[CH:12]=[CH:11][CH:10]=[C:9]([Cl:13])[CH:8]=1)(=O)=O.[P:16]([O-:21])([O:19][CH3:20])[O:17][CH3:18].C(N(CC)CC)C, predict the reaction product. The product is: [Cl:13][C:9]1[CH:8]=[C:7]([P:16](=[O:21])([O:19][CH3:20])[O:17][CH3:18])[CH:12]=[CH:11][CH:10]=1. (3) Given the reactants Cl[CH2:2][C:3]1[C:11]2[C:6](=[CH:7][CH:8]=[CH:9][CH:10]=2)[N:5]([CH3:12])[N:4]=1.C([O-])([O-])=O.[K+].[K+].[F:19][C:20]1[CH:48]=[CH:47][CH:46]=[C:45]([F:49])[C:21]=1[CH2:22][N:23]1[C:28]2[CH:29]=[CH:30][CH:31]=[CH:32][C:27]=2[S:26](=[O:34])(=[O:33])[N:25](CCC2C(C)=NOC=2C)[C:24]1=[O:44], predict the reaction product. The product is: [F:19][C:20]1[CH:48]=[CH:47][CH:46]=[C:45]([F:49])[C:21]=1[CH2:22][N:23]1[C:28]2[CH:29]=[CH:30][CH:31]=[CH:32][C:27]=2[S:26](=[O:34])(=[O:33])[N:25]([CH2:2][C:3]2[C:11]3[C:6](=[CH:7][CH:8]=[CH:9][CH:10]=3)[N:5]([CH3:12])[N:4]=2)[C:24]1=[O:44]. (4) The product is: [Cl:1][C:2]1[CH:10]=[C:9]2[C:5]([C:6]([C:11]([N:13]3[CH2:18][CH2:17][N:16]([C:19]4[CH:24]=[CH:23][CH:22]=[CH:21][C:20]=4[F:25])[CH2:15][CH2:14]3)=[O:12])=[CH:7][N:8]2[CH2:27][C:28]([NH:30][CH3:31])=[O:29])=[CH:4][CH:3]=1. Given the reactants [Cl:1][C:2]1[CH:10]=[C:9]2[C:5]([C:6]([C:11]([N:13]3[CH2:18][CH2:17][N:16]([C:19]4[CH:24]=[CH:23][CH:22]=[CH:21][C:20]=4[F:25])[CH2:15][CH2:14]3)=[O:12])=[CH:7][NH:8]2)=[CH:4][CH:3]=1.Cl[CH2:27][C:28]([NH:30][CH3:31])=[O:29], predict the reaction product.